Task: Predict the reactants needed to synthesize the given product.. Dataset: Full USPTO retrosynthesis dataset with 1.9M reactions from patents (1976-2016) (1) Given the product [CH2:23]([N:30]1[CH:15]=[C:14]([C:16]2[N:21]=[C:20]([NH2:22])[CH:19]=[CH:18][CH:17]=2)[N:32]=[N:31]1)[C:24]1[CH:29]=[CH:28][CH:27]=[CH:26][CH:25]=1, predict the reactants needed to synthesize it. The reactants are: O=C1O[C@H]([C@H](CO)O)C([O-])=C1O.[Na+].[C:14]([C:16]1[N:21]=[C:20]([NH2:22])[CH:19]=[CH:18][CH:17]=1)#[CH:15].[CH2:23]([N:30]=[N+:31]=[N-:32])[C:24]1[CH:29]=[CH:28][CH:27]=[CH:26][CH:25]=1. (2) The reactants are: [NH2:1][C:2]1[CH:7]=[CH:6][C:5]([C:8]2[C:12]3[C:13]([NH2:31])=[N:14][CH:15]=[C:16]([C:17]4[CH:22]=[CH:21][C:20]([O:23]CC5C=CC=CC=5)=[CH:19][CH:18]=4)[C:11]=3[S:10][CH:9]=2)=[CH:4][CH:3]=1. Given the product [NH2:31][C:13]1[C:12]2[C:8]([C:5]3[CH:4]=[CH:3][C:2]([NH2:1])=[CH:7][CH:6]=3)=[CH:9][S:10][C:11]=2[C:16]([C:17]2[CH:22]=[CH:21][C:20]([OH:23])=[CH:19][CH:18]=2)=[CH:15][N:14]=1, predict the reactants needed to synthesize it. (3) Given the product [CH:24]1([C:7]2([OH:23])[C:8]3[C:13](=[CH:12][CH:11]=[C:10]([O:21][CH3:22])[CH:9]=3)[C:14]([C:15]3[CH:20]=[CH:19][CH:18]=[CH:17][CH:16]=3)=[C:6]2[C:4]([OH:5])=[O:3])[CH2:25][CH2:26][CH2:27][CH2:28][CH2:29]1, predict the reactants needed to synthesize it. The reactants are: C([O:3][C:4]([C:6]1[C:7]([CH:24]2[CH2:29][CH2:28][CH2:27][CH2:26][CH2:25]2)([OH:23])[C:8]2[C:13]([C:14]=1[C:15]1[CH:20]=[CH:19][CH:18]=[CH:17][CH:16]=1)=[CH:12][CH:11]=[C:10]([O:21][CH3:22])[CH:9]=2)=[O:5])C.[OH-].[Na+]. (4) Given the product [OH:1][CH2:2][CH2:3][CH2:4][CH2:5][C:6]1[CH:7]=[CH:8][C:9]([NH2:12])=[CH:10][CH:11]=1, predict the reactants needed to synthesize it. The reactants are: [OH:1][CH2:2][CH2:3][CH2:4][CH2:5][C:6]1[CH:11]=[CH:10][C:9]([N+:12]([O-])=O)=[CH:8][CH:7]=1.[H][H]. (5) Given the product [ClH:1].[Cl:1][C:2]1[CH:11]=[CH:10][C:9]2[O:8][C:7](=[O:12])[CH:6]=[C:5]([O:13][CH2:18][CH2:17][CH2:16][N:15]([CH3:20])[CH3:14])[C:4]=2[CH:3]=1, predict the reactants needed to synthesize it. The reactants are: [Cl:1][C:2]1[CH:3]=[C:4]2[C:9](=[CH:10][CH:11]=1)[O:8][C:7](=[O:12])[CH:6]=[C:5]2[OH:13].[CH3:14][N:15]([CH3:20])[CH2:16][CH2:17][CH2:18]O. (6) Given the product [CH2:30]([O:29][CH2:28][C@@:10]12[CH2:9][N:8]([S:38]([C:34]3[CH:33]=[N:32][CH:37]=[CH:36][CH:35]=3)(=[O:40])=[O:39])[CH2:17][CH2:16][C:15]1=[CH:14][C:13]1[N:18]([C:21]3[CH:26]=[CH:25][C:24]([F:27])=[CH:23][CH:22]=3)[N:19]=[CH:20][C:12]=1[CH2:11]2)[CH3:31], predict the reactants needed to synthesize it. The reactants are: C(OC([N:8]1[CH2:17][CH2:16][C:15]2[C@:10]([CH2:28][O:29][CH2:30][CH3:31])([CH2:11][C:12]3[CH:20]=[N:19][N:18]([C:21]4[CH:26]=[CH:25][C:24]([F:27])=[CH:23][CH:22]=4)[C:13]=3[CH:14]=2)[CH2:9]1)=O)(C)(C)C.[N:32]1[CH:37]=[CH:36][CH:35]=[C:34]([S:38](Cl)(=[O:40])=[O:39])[CH:33]=1. (7) Given the product [CH3:13][N:14]([CH:16]=[C:4]([C:5](=[O:6])[CH2:7][O:8][CH3:9])[C:3]([O:2][CH3:1])=[O:10])[CH3:15], predict the reactants needed to synthesize it. The reactants are: [CH3:1][O:2][C:3](=[O:10])[CH2:4][C:5]([CH2:7][O:8][CH3:9])=[O:6].CO[CH:13](OC)[N:14]([CH3:16])[CH3:15]. (8) Given the product [ClH:42].[NH2:34][C@@H:14]([CH2:13][CH2:12][CH2:11][C:9]([O:8][CH2:1][C:2]1[CH:7]=[CH:6][CH:5]=[CH:4][CH:3]=1)=[O:10])[C:15]([O:17][C@@H:18]([CH2:23][C:24]1[CH:33]=[CH:32][C:31]2[C:26](=[CH:27][CH:28]=[CH:29][CH:30]=2)[CH:25]=1)[CH2:19][C:20]([NH2:22])=[O:21])=[O:16], predict the reactants needed to synthesize it. The reactants are: [CH2:1]([O:8][C:9]([CH2:11][CH2:12][CH2:13][C@H:14]([NH:34]C(OC(C)(C)C)=O)[C:15]([O:17][C@@H:18]([CH2:23][C:24]1[CH:33]=[CH:32][C:31]2[C:26](=[CH:27][CH:28]=[CH:29][CH:30]=2)[CH:25]=1)[CH2:19][C:20]([NH2:22])=[O:21])=[O:16])=[O:10])[C:2]1[CH:7]=[CH:6][CH:5]=[CH:4][CH:3]=1.[ClH:42].